This data is from Full USPTO retrosynthesis dataset with 1.9M reactions from patents (1976-2016). The task is: Predict the reactants needed to synthesize the given product. (1) Given the product [C:1]([O:5][C:6](=[O:7])[NH:8][CH2:9][C:10]1([C:17](=[O:19])[NH2:26])[C:12]2([CH2:16][CH2:15][CH2:14][CH2:13]2)[CH2:11]1)([CH3:4])([CH3:3])[CH3:2], predict the reactants needed to synthesize it. The reactants are: [C:1]([O:5][C:6]([NH:8][CH2:9][C:10]1([C:17]([OH:19])=O)[C:12]2([CH2:16][CH2:15][CH2:14][CH2:13]2)[CH2:11]1)=[O:7])([CH3:4])([CH3:3])[CH3:2].C1C=CC2N(O)N=[N:26]C=2C=1.CN1CCOCC1.C(Cl)CCl.[OH-].[NH4+]. (2) Given the product [CH3:1][C:2]1[C:7]([O:8][C:9]2[CH:14]=[CH:13][N:12]=[C:11]([NH:15][C:16]3[CH:17]=[C:18]([CH2:22][N:23]4[CH2:28][CH2:27][N:26]([C:40](=[O:41])[CH2:39][CH2:38][NH:37][C:35](=[O:36])[O:34][C:30]([CH3:31])([CH3:32])[CH3:33])[CH2:25][CH2:24]4)[CH:19]=[CH:20][CH:21]=3)[CH:10]=2)=[CH:6][CH:5]=[C:4]([CH3:29])[N:3]=1, predict the reactants needed to synthesize it. The reactants are: [CH3:1][C:2]1[C:7]([O:8][C:9]2[CH:14]=[CH:13][N:12]=[C:11]([NH:15][C:16]3[CH:21]=[CH:20][CH:19]=[C:18]([CH2:22][N:23]4[CH2:28][CH2:27][NH:26][CH2:25][CH2:24]4)[CH:17]=3)[CH:10]=2)=[CH:6][CH:5]=[C:4]([CH3:29])[N:3]=1.[C:30]([O:34][C:35]([NH:37][CH2:38][CH2:39][C:40](O)=[O:41])=[O:36])([CH3:33])([CH3:32])[CH3:31].CN(C(ON1N=NC2C=CC=CC1=2)=[N+](C)C)C.F[P-](F)(F)(F)(F)F.CCN(C(C)C)C(C)C.